From a dataset of Reaction yield outcomes from USPTO patents with 853,638 reactions. Predict the reaction yield, written as a fraction of the theoretical maximum amount of product (1.0 means a 100% yield; for example, 0.34 means a 34% yield). (1) The reactants are [F:1][C:2]1[CH:3]=[C:4]([NH:9]C(=O)CC(NC2C=CC(F)=CC=2)=O)[CH:5]=[CH:6][C:7]=1[OH:8].[H-].[Na+].Cl.Cl[C:27]1[CH:32]=[CH:31][N:30]=[CH:29][C:28]=1[N+:33]([O-:35])=[O:34]. The catalyst is CN(C=O)C.CCOC(C)=O. The product is [F:1][C:2]1[CH:3]=[C:4]([NH2:9])[CH:5]=[CH:6][C:7]=1[O:8][C:27]1[CH:32]=[CH:31][N:30]=[CH:29][C:28]=1[N+:33]([O-:35])=[O:34]. The yield is 0.600. (2) The reactants are [C:1]([O:5][C:6]([N:8]1[CH2:11][CH:10]([C:12]([OH:14])=O)[CH2:9]1)=[O:7])([CH3:4])([CH3:3])[CH3:2].Cl.[CH3:16][O:17][NH:18][CH3:19].C(N(CC)CC)C.CN(C(ON1N=NC2C=CC=NC1=2)=[N+](C)C)C.F[P-](F)(F)(F)(F)F.C([O-])(O)=O.[Na+]. The catalyst is CN(C=O)C.C(OCC)(=O)C.C(Cl)Cl. The product is [C:1]([O:5][C:6]([N:8]1[CH2:9][CH:10]([C:12](=[O:14])[N:18]([O:17][CH3:16])[CH3:19])[CH2:11]1)=[O:7])([CH3:2])([CH3:3])[CH3:4]. The yield is 0.830.